This data is from Catalyst prediction with 721,799 reactions and 888 catalyst types from USPTO. The task is: Predict which catalyst facilitates the given reaction. (1) Reactant: C1(C2C=CC=CC=2)C=CC=CC=1.Cl[C:14]1[C:15](=[O:38])[C:16](=[O:37])[C:17]=1[NH:18][C:19]1[CH:24]=[CH:23][C:22]([Cl:25])=[C:21]([S:26]([N:29]2[CH2:34][CH2:33][N:32]([CH3:35])[CH2:31][CH2:30]2)(=[O:28])=[O:27])[C:20]=1[OH:36].[Br:39][C:40]1[CH:46]=[CH:45][CH:44]=[CH:43][C:41]=1[NH2:42]. Product: [Br:39][C:40]1[CH:46]=[CH:45][CH:44]=[CH:43][C:41]=1[NH:42][C:14]1[C:15](=[O:38])[C:16](=[O:37])[C:17]=1[NH:18][C:19]1[CH:24]=[CH:23][C:22]([Cl:25])=[C:21]([S:26]([N:29]2[CH2:34][CH2:33][N:32]([CH3:35])[CH2:31][CH2:30]2)(=[O:28])=[O:27])[C:20]=1[OH:36]. The catalyst class is: 3. (2) Reactant: Br.Br[CH2:3][C:4]1[C:9]([Cl:10])=[CH:8][N:7]=[CH:6][C:5]=1[Cl:11].Cl.[CH3:13][C:14]1[CH:19]=[CH:18][N:17]=[C:16]([SH:20])[N:15]=1.C(N(CC)CC)C. Product: [Cl:11][C:5]1[CH:6]=[N:7][CH:8]=[C:9]([Cl:10])[C:4]=1[CH2:3][S:20][C:16]1[N:15]=[C:14]([CH3:13])[CH:19]=[CH:18][N:17]=1. The catalyst class is: 14. (3) Reactant: [C:1]1(=[N:11]O)[C:10]2[C:5](=[CH:6][CH:7]=[CH:8][CH:9]=2)[CH2:4][CH2:3][CH2:2]1.C(=O)(O)[O-:14].[Na+]. Product: [NH:11]1[C:6](=[O:14])[CH2:7][CH2:8][CH2:9][C:10]2[CH:5]=[CH:4][CH:3]=[CH:2][C:1]1=2. The catalyst class is: 6. (4) Reactant: [CH:1]1([NH:7][C:8]2[C:13]([C:14](OCC)=[O:15])=[CH:12][N:11]=[C:10]3[N:19]([S:22]([C:25]4[CH:31]=[CH:30][C:28]([CH3:29])=[CH:27][CH:26]=4)(=[O:24])=[O:23])[CH:20]=[CH:21][C:9]=23)[CH2:6][CH2:5][CH2:4][CH2:3][CH2:2]1.CC(C[AlH]CC(C)C)C. Product: [CH:1]1([NH:7][C:8]2[C:13]([CH2:14][OH:15])=[CH:12][N:11]=[C:10]3[N:19]([S:22]([C:25]4[CH:26]=[CH:27][C:28]([CH3:29])=[CH:30][CH:31]=4)(=[O:24])=[O:23])[CH:20]=[CH:21][C:9]=23)[CH2:2][CH2:3][CH2:4][CH2:5][CH2:6]1. The catalyst class is: 11.